This data is from Reaction yield outcomes from USPTO patents with 853,638 reactions. The task is: Predict the reaction yield, written as a fraction of the theoretical maximum amount of product (1.0 means a 100% yield; for example, 0.34 means a 34% yield). (1) The reactants are Br[C:2]1[N:3]=[C:4]([N:23]([C:33]([O:35][C:36]([CH3:39])([CH3:38])[CH3:37])=[O:34])[CH2:24][C:25]2[C:30]([Cl:31])=[CH:29][CH:28]=[CH:27][C:26]=2[Cl:32])[C:5]([N:8]([C:16]([O:18][C:19]([CH3:22])([CH3:21])[CH3:20])=[O:17])[C:9]([O:11][C:12]([CH3:15])([CH3:14])[CH3:13])=[O:10])=[N:6][CH:7]=1.CC1(C)C(C)(C)OB([C:48]2[CH:49]=[C:50]([CH2:54][CH2:55][OH:56])[CH:51]=[CH:52][CH:53]=2)O1.C([O-])([O-])=O.[Na+].[Na+]. The catalyst is COCCOC. The product is [C:36]([O:35][C:33]([N:23]([CH2:24][C:25]1[C:26]([Cl:32])=[CH:27][CH:28]=[CH:29][C:30]=1[Cl:31])[C:4]1[C:5]([N:8]([C:9]([O:11][C:12]([CH3:13])([CH3:14])[CH3:15])=[O:10])[C:16]([O:18][C:19]([CH3:20])([CH3:21])[CH3:22])=[O:17])=[N:6][CH:7]=[C:2]([C:48]2[CH:53]=[CH:52][CH:51]=[C:50]([CH2:54][CH2:55][OH:56])[CH:49]=2)[N:3]=1)=[O:34])([CH3:37])([CH3:38])[CH3:39]. The yield is 1.03. (2) The reactants are [Br:1][C:2]1[CH:3]=[N:4][CH:5]=[CH:6][C:7]=1[CH2:8]O.S(Cl)([Cl:12])=O. The catalyst is C(Cl)Cl. The product is [Br:1][C:2]1[CH:3]=[N:4][CH:5]=[CH:6][C:7]=1[CH2:8][Cl:12]. The yield is 1.00. (3) The yield is 0.960. The catalyst is C(O)C. The reactants are [CH3:1][C:2]1[CH:3]=[C:4]([N:9]2[C:13](=[O:14])/[C:12](=[N:15]\[NH:16][C:17]3[C:18]([OH:32])=[C:19]([C:23]4[CH:28]=[CH:27][CH:26]=[C:25]([C:29]([OH:31])=[O:30])[CH:24]=4)[CH:20]=[CH:21][CH:22]=3)/[C:11]([CH3:33])=[N:10]2)[CH:5]=[CH:6][C:7]=1[CH3:8].[CH2:34]([CH2:36][NH2:37])[OH:35]. The product is [CH2:13]([CH2:12][NH2:15])[OH:14].[CH2:34]([CH2:36][NH2:37])[OH:35].[CH3:1][C:2]1[CH:3]=[C:4]([N:9]2[C:13](=[O:14])/[C:12](=[N:15]\[NH:16][C:17]3[C:18]([OH:32])=[C:19]([C:23]4[CH:28]=[CH:27][CH:26]=[C:25]([C:29]([OH:31])=[O:30])[CH:24]=4)[CH:20]=[CH:21][CH:22]=3)/[C:11]([CH3:33])=[N:10]2)[CH:5]=[CH:6][C:7]=1[CH3:8].